From a dataset of Forward reaction prediction with 1.9M reactions from USPTO patents (1976-2016). Predict the product of the given reaction. (1) Given the reactants Br[C:2]1[C:3]([Cl:11])=[C:4]([C:7]([F:10])=[CH:8][CH:9]=1)[C:5]#[N:6].[CH2:12](N(CC)CC)[CH3:13], predict the reaction product. The product is: [Cl:11][C:3]1[C:2]([CH:12]=[CH2:13])=[CH:9][CH:8]=[C:7]([F:10])[C:4]=1[C:5]#[N:6]. (2) Given the reactants [CH:1]([C:4]1[CH:10]=[CH:9][CH:8]=[C:7]([CH:11]([CH3:13])[CH3:12])[C:5]=1[NH2:6])([CH3:3])[CH3:2].[CH3:14][CH:15]([CH:17]=O)[CH3:16].C1(C)C=CC(S(O)(=O)=O)=CC=1.[O-]S([O-])(=O)=O.[Mg+2], predict the reaction product. The product is: [CH:11]([C:7]1[CH:8]=[CH:9][CH:10]=[C:4]([CH:1]([CH3:3])[CH3:2])[C:5]=1[N:6]=[CH:14][CH:15]([CH3:17])[CH3:16])([CH3:13])[CH3:12]. (3) Given the reactants O.[C:2]1([CH3:12])[CH:7]=[CH:6][C:5]([S:8]([OH:11])(=[O:10])=[O:9])=[CH:4][CH:3]=1.[CH2:13]([N:15]([CH2:52][CH3:53])[CH2:16][CH2:17][N:18]([CH2:36][CH2:37][NH:38][CH2:39][CH2:40][C:41]1[C:49]2[S:48][C:47](=[O:50])[NH:46][C:45]=2[C:44]([OH:51])=[CH:43][CH:42]=1)[C:19](=[O:35])[CH2:20][CH2:21][O:22][CH2:23][CH2:24][C:25]1[C:34]2[C:29](=[CH:30][CH:31]=[CH:32][CH:33]=2)[CH:28]=[CH:27][CH:26]=1)[CH3:14], predict the reaction product. The product is: [S:8]([C:5]1[CH:6]=[CH:7][C:2]([CH3:12])=[CH:3][CH:4]=1)([OH:11])(=[O:10])=[O:9].[S:8]([C:5]1[CH:6]=[CH:7][C:2]([CH3:12])=[CH:3][CH:4]=1)([OH:11])(=[O:10])=[O:9].[CH2:52]([N:15]([CH2:13][CH3:14])[CH2:16][CH2:17][N:18]([CH2:36][CH2:37][NH:38][CH2:39][CH2:40][C:41]1[C:49]2[S:48][C:47](=[O:50])[NH:46][C:45]=2[C:44]([OH:51])=[CH:43][CH:42]=1)[C:19](=[O:35])[CH2:20][CH2:21][O:22][CH2:23][CH2:24][C:25]1[C:34]2[C:29](=[CH:30][CH:31]=[CH:32][CH:33]=2)[CH:28]=[CH:27][CH:26]=1)[CH3:53]. (4) Given the reactants [Br:1][C:2]1[CH:11]=[CH:10][C:9]([N+:12]([O-:14])=[O:13])=[C:8]2[C:3]=1[CH:4]=[CH:5][N:6]=[CH:7]2.C([BH3-])#N.[Na+], predict the reaction product. The product is: [Br:1][C:2]1[CH:11]=[CH:10][C:9]([N+:12]([O-:14])=[O:13])=[C:8]2[C:3]=1[CH2:4][CH2:5][NH:6][CH2:7]2. (5) Given the reactants Cl[C:2]1[N:10]=[C:9]([Cl:11])[CH:8]=[CH:7][C:3]=1[C:4]([OH:6])=[O:5].C([NH2:15])(=O)C.C(=O)([O-])[O-].[K+].[K+].COCCOCCN(CCOCCOC)CCOCCOC.Cl.C(O)(=O)CC(CC(O)=O)(C(O)=O)O, predict the reaction product. The product is: [NH2:15][C:2]1[N:10]=[C:9]([Cl:11])[CH:8]=[CH:7][C:3]=1[C:4]([OH:6])=[O:5]. (6) Given the reactants Br[C:2]1[CH:7]=[CH:6][C:5]([C:8]([N:10]2[CH2:15][CH2:14][N:13]([C:16]3[C:21]([CH:22]4[CH2:24][CH2:23]4)=[CH:20][C:19]([CH:25]4[CH2:27][CH2:26]4)=[CH:18][N:17]=3)[CH2:12][CH2:11]2)=[O:9])=[C:4]([S:28]([CH3:31])(=[O:30])=[O:29])[CH:3]=1.[CH3:32][O:33][CH2:34][C@@H:35]1[CH2:39][O:38][C:37](=[O:40])[NH:36]1, predict the reaction product. The product is: [CH:22]1([C:21]2[C:16]([N:13]3[CH2:14][CH2:15][N:10]([C:8]([C:5]4[CH:6]=[CH:7][C:2]([N:36]5[C@H:35]([CH2:34][O:33][CH3:32])[CH2:39][O:38][C:37]5=[O:40])=[CH:3][C:4]=4[S:28]([CH3:31])(=[O:30])=[O:29])=[O:9])[CH2:11][CH2:12]3)=[N:17][CH:18]=[C:19]([CH:25]3[CH2:27][CH2:26]3)[CH:20]=2)[CH2:24][CH2:23]1.